From a dataset of Catalyst prediction with 721,799 reactions and 888 catalyst types from USPTO. Predict which catalyst facilitates the given reaction. (1) Reactant: [Br:1][CH2:2][O:3][CH3:4].C1(C)C=CC=CC=1.[CH2:12]([P:14]([CH2:17][CH3:18])[CH2:15][CH3:16])[CH3:13]. Product: [Br-:1].[CH2:12]([P+:14]([CH2:17][CH3:18])([CH2:15][CH3:16])[CH2:2][O:3][CH3:4])[CH3:13]. The catalyst class is: 81. (2) Reactant: [CH2:1]([O:8][C:9]1[CH:10]=[CH:11][CH:12]=[C:13]2[C:17]=1[N:16]([CH3:18])[C:15]([C:19]([OH:21])=O)=[CH:14]2)[C:2]1[CH:7]=[CH:6][CH:5]=[CH:4][CH:3]=1.C(Cl)(=O)C(Cl)=O.C(N(CC)C(C)C)(C)C.[C:37]([C:41]1[CH:46]=[C:45]([NH2:47])[C:44]([O:48][CH3:49])=[CH:43][N:42]=1)([CH3:40])([CH3:39])[CH3:38].C([O-])(O)=O.[Na+]. Product: [C:37]([C:41]1[CH:46]=[C:45]([NH:47][C:19]([C:15]2[N:16]([CH3:18])[C:17]3[C:13]([CH:14]=2)=[CH:12][CH:11]=[CH:10][C:9]=3[O:8][CH2:1][C:2]2[CH:3]=[CH:4][CH:5]=[CH:6][CH:7]=2)=[O:21])[C:44]([O:48][CH3:49])=[CH:43][N:42]=1)([CH3:40])([CH3:38])[CH3:39]. The catalyst class is: 306. (3) Reactant: [F:1][C:2]1[CH:3]=[C:4](S)[CH:5]=[CH:6][CH:7]=1.C(=O)([O-])[O-].[K+].[K+].I[CH:16]([CH3:18])[CH3:17].C(=O)(O)[O-].[Na+].O[O:25][S:26]([O-:28])=O.[K+]. Product: [F:1][C:2]1[CH:3]=[CH:4][CH:5]=[C:6]([S:26]([CH:16]([CH3:18])[CH3:17])(=[O:28])=[O:25])[CH:7]=1. The catalyst class is: 95. (4) Reactant: [CH2:1]([C:8]1[CH:14]=[CH:13][C:11]([NH2:12])=[CH:10][CH:9]=1)[C:2]1[CH:7]=[CH:6][CH:5]=[CH:4][CH:3]=1.C(=O)(O)[O-].[Na+].Br[C:21]([CH3:26])([CH3:25])[C:22]([OH:24])=[O:23].Cl. Product: [CH3:25][C:21]([C:22]([OH:24])=[O:23])([CH3:26])[NH:12][C:11]1[CH:10]=[CH:9][C:8]([CH2:1][C:2]2[CH:3]=[CH:4][CH:5]=[CH:6][CH:7]=2)=[CH:14][CH:13]=1. The catalyst class is: 6. (5) Reactant: [CH2:1]([O:3][C:4](=[O:34])[CH:5]([C:10]1[CH:11]=[C:12]([C:24]2[CH:29]=[CH:28][C:27]([C:30]([F:33])([F:32])[F:31])=[CH:26][CH:25]=2)[CH:13]=[C:14](OS(C(F)(F)F)(=O)=O)[CH:15]=1)[CH2:6][CH:7]([CH3:9])[CH3:8])[CH3:2].[F:35][C:36]([F:53])([F:52])[C:37]1[N:42]=[C:41](B2OC(C)(C)C(C)(C)O2)[CH:40]=[CH:39][CH:38]=1.C([O-])([O-])=O.[Na+].[Na+]. Product: [CH2:1]([O:3][C:4](=[O:34])[CH:5]([C:10]1[CH:11]=[C:12]([C:24]2[CH:25]=[CH:26][C:27]([C:30]([F:32])([F:33])[F:31])=[CH:28][CH:29]=2)[CH:13]=[C:14]([C:41]2[CH:40]=[CH:39][CH:38]=[C:37]([C:36]([F:35])([F:52])[F:53])[N:42]=2)[CH:15]=1)[CH2:6][CH:7]([CH3:9])[CH3:8])[CH3:2]. The catalyst class is: 564.